From a dataset of Peptide-MHC class I binding affinity with 185,985 pairs from IEDB/IMGT. Regression. Given a peptide amino acid sequence and an MHC pseudo amino acid sequence, predict their binding affinity value. This is MHC class I binding data. The peptide sequence is RQRHYFDSA. The MHC is HLA-B27:05 with pseudo-sequence HLA-B27:05. The binding affinity (normalized) is 0.213.